This data is from Reaction yield outcomes from USPTO patents with 853,638 reactions. The task is: Predict the reaction yield, written as a fraction of the theoretical maximum amount of product (1.0 means a 100% yield; for example, 0.34 means a 34% yield). (1) The reactants are [F:1][C:2]1[CH:3]=[C:4]2[C:8](=[CH:9][CH:10]=1)[NH:7][CH:6]=[CH:5]2.C([Mg]Br)C.[CH3:15][C:16]1([CH3:24])[C:18]([CH3:20])([CH3:19])[CH:17]1[C:21](Cl)=[O:22]. The catalyst is ClCCl.[Cl-].[Zn+2].[Cl-]. The product is [F:1][C:2]1[CH:3]=[C:4]2[C:8](=[CH:9][CH:10]=1)[NH:7][CH:6]=[C:5]2[C:21]([CH:17]1[C:18]([CH3:20])([CH3:19])[C:16]1([CH3:24])[CH3:15])=[O:22]. The yield is 0.400. (2) The reactants are [CH3:1][C:2]1[CH:10]=[CH:9][C:5]([C:6]([OH:8])=O)=[CH:4][C:3]=1[C:11]1[NH:15][C:14]2[CH2:16][O:17][CH2:18][CH2:19][C:13]=2[N:12]=1.[CH3:20]CN=C=NCCCN(C)C.Cl.[NH:32]1[CH2:37][CH2:36][CH:35]([C:38]2[CH:45]=[CH:44][C:41]([C:42]#[N:43])=[CH:40][CH:39]=2)[CH2:34][CH2:33]1. The catalyst is CN(C1C=CN=CC=1)C.CN(C=O)C.C(Cl)Cl. The product is [CH3:20][C:44]1[CH:45]=[C:38]([CH:35]2[CH2:36][CH2:37][N:32]([C:6](=[O:8])[C:5]3[CH:9]=[CH:10][C:2]([CH3:1])=[C:3]([C:11]4[NH:15][C:14]5[CH2:16][O:17][CH2:18][CH2:19][C:13]=5[N:12]=4)[CH:4]=3)[CH2:33][CH2:34]2)[CH:39]=[CH:40][C:41]=1[C:42]#[N:43]. The yield is 0.340. (3) The reactants are [C:1]([NH:4][CH2:5][CH2:6][CH:7]1[C:15]2[C:10](=[CH:11][CH:12]=[C:13]([NH:17][C:18](=[O:28])[CH2:19][CH2:20][CH2:21][C:22]3[CH:27]=[CH:26][CH:25]=[CH:24][CH:23]=3)[C:14]=2O)[CH2:9][CH2:8]1)(=[O:3])[CH3:2].C1(C)C=CC(S([O-])(=O)=O)=CC=1.[NH+]1C=CC=CC=1. The catalyst is C1(C)C(C)=CC=CC=1. The product is [C:22]1([CH2:21][CH2:20][CH2:19][C:18]2[O:28][C:14]3[C:15]4[CH:7]([CH2:6][CH2:5][NH:4][C:1](=[O:3])[CH3:2])[CH2:8][CH2:9][C:10]=4[CH:11]=[CH:12][C:13]=3[N:17]=2)[CH:23]=[CH:24][CH:25]=[CH:26][CH:27]=1. The yield is 0.830. (4) The reactants are S(Cl)(Cl)=O.[Br:5][C:6]1[CH:11]=[CH:10][C:9]([CH2:12][C:13]([OH:15])=[O:14])=[CH:8][CH:7]=1.[CH3:16]O. No catalyst specified. The product is [Br:5][C:6]1[CH:7]=[CH:8][C:9]([CH2:12][C:13]([O:15][CH3:16])=[O:14])=[CH:10][CH:11]=1. The yield is 1.00. (5) The reactants are [F:1][C:2]1[CH:19]=[C:18]([N+:20]([O-:22])=[O:21])[CH:17]=[CH:16][C:3]=1[O:4][C:5]1[C:10]2=[C:11]([CH3:15])[C:12]([OH:14])=[CH:13][N:9]2[N:8]=[CH:7][N:6]=1.[O:23]1[CH2:28][CH2:27][N:26]([CH2:29][CH2:30]O)[CH2:25][CH2:24]1.C1C=CC(P(C2C=CC=CC=2)C2C=CC=CC=2)=CC=1.CC(OC(/N=N/C(OC(C)C)=O)=O)C. The catalyst is C1COCC1. The product is [F:1][C:2]1[CH:19]=[C:18]([N+:20]([O-:22])=[O:21])[CH:17]=[CH:16][C:3]=1[O:4][C:5]1[C:10]2=[C:11]([CH3:15])[C:12]([O:14][CH2:30][CH2:29][N:26]3[CH2:27][CH2:28][O:23][CH2:24][CH2:25]3)=[CH:13][N:9]2[N:8]=[CH:7][N:6]=1. The yield is 0.670.